From a dataset of Catalyst prediction with 721,799 reactions and 888 catalyst types from USPTO. Predict which catalyst facilitates the given reaction. Reactant: [Cl:1][C:2]1[CH:3]=[C:4]([CH:24]=[CH:25][CH:26]=1)[CH2:5][O:6][C:7]1[CH:16]=[C:15]2[C:10]([CH2:11][CH:12]([CH2:18][C:19](OCC)=[O:20])[C:13](=[O:17])[NH:14]2)=[CH:9][CH:8]=1.[NH3:27]. Product: [Cl:1][C:2]1[CH:3]=[C:4]([CH:24]=[CH:25][CH:26]=1)[CH2:5][O:6][C:7]1[CH:16]=[C:15]2[C:10]([CH2:11][CH:12]([CH2:18][C:19]([NH2:27])=[O:20])[C:13](=[O:17])[NH:14]2)=[CH:9][CH:8]=1. The catalyst class is: 5.